Task: Predict the product of the given reaction.. Dataset: Forward reaction prediction with 1.9M reactions from USPTO patents (1976-2016) (1) The product is: [OH:47][CH:44]1[CH2:45][CH2:46][N:42]([C:36](=[O:37])[CH2:35][CH2:34][CH2:33][S:32][C:18]2[N:19]([C:20]3[CH:25]=[CH:24][C:23]([O:26][CH2:27][C:28]([F:31])([F:30])[F:29])=[CH:22][CH:21]=3)[C:14](=[O:13])[C:15]3[NH:41][CH:40]=[CH:39][C:16]=3[N:17]=2)[CH2:43]1. Given the reactants Cl.C(N=C=NCCCN(C)C)C.[O:13]=[C:14]1[N:19]([C:20]2[CH:25]=[CH:24][C:23]([O:26][CH2:27][C:28]([F:31])([F:30])[F:29])=[CH:22][CH:21]=2)[C:18]([S:32][CH2:33][CH2:34][CH2:35][C:36](O)=[O:37])=[N:17][C:16]2[CH:39]=[CH:40][NH:41][C:15]1=2.[NH:42]1[CH2:46][CH2:45][CH:44]([OH:47])[CH2:43]1.ON1C2C=CC=CC=2N=N1, predict the reaction product. (2) The product is: [CH3:19][C:20]1([CH3:36])[C:24]([CH3:26])([CH3:25])[O:23][B:22]([C:2]2[CH:10]=[CH:9][CH:8]=[C:7]3[C:3]=2[CH2:4][CH2:5][C@H:6]3[NH:11][C:12](=[O:18])[O:13][C:14]([CH3:17])([CH3:16])[CH3:15])[O:21]1. Given the reactants Br[C:2]1[CH:10]=[CH:9][CH:8]=[C:7]2[C:3]=1[CH2:4][CH2:5][C@H:6]2[NH:11][C:12](=[O:18])[O:13][C:14]([CH3:17])([CH3:16])[CH3:15].[CH3:19][C:20]1([CH3:36])[C:24]([CH3:26])([CH3:25])[O:23][B:22]([B:22]2[O:23][C:24]([CH3:26])([CH3:25])[C:20]([CH3:36])([CH3:19])[O:21]2)[O:21]1.C([O-])(=O)C.[K+].N#N.C(Cl)Cl, predict the reaction product. (3) Given the reactants [OH:1][C:2]1[CH:3]=[C:4]([CH:16]=[CH:17][C:18]=1[OH:19])[C:5]1[O:6][C:7]2[C:12]([C:13](=[O:15])[CH:14]=1)=[CH:11][CH:10]=[CH:9][CH:8]=2.[C:20](Cl)(=[O:25])[C:21]([CH3:24])([CH3:23])[CH3:22], predict the reaction product. The product is: [C:20]([O:1][C:2]1[CH:3]=[C:4]([CH:16]=[CH:17][C:18]=1[O:19][C:20](=[O:25])[C:21]([CH3:24])([CH3:23])[CH3:22])[C:5]1[O:6][C:7]2[C:12]([C:13](=[O:15])[CH:14]=1)=[CH:11][CH:10]=[CH:9][CH:8]=2)(=[O:25])[C:21]([CH3:24])([CH3:23])[CH3:22]. (4) Given the reactants [CH3:1][N:2]1[C:11](=[O:12])[C:10]2[C:5](=[C:6]([N:13]3[C:19](=[O:20])[C:18]4[CH:21]=[N:22][C:23](SC)=[N:24][C:17]=4[N:16]4[CH2:27][CH2:28][CH2:29][C@H:15]4[CH2:14]3)[CH:7]=[CH:8][CH:9]=2)[N:4]=[CH:3]1.C1C=C(Cl)C=C(C(OO)=O)C=1.C(Cl)(Cl)Cl.O.[NH3:46], predict the reaction product. The product is: [NH2:46][C:23]1[N:22]=[CH:21][C:18]2[C:19](=[O:20])[N:13]([C:6]3[CH:7]=[CH:8][CH:9]=[C:10]4[C:5]=3[N:4]=[CH:3][N:2]([CH3:1])[C:11]4=[O:12])[CH2:14][C@@H:15]3[CH2:29][CH2:28][CH2:27][N:16]3[C:17]=2[N:24]=1. (5) The product is: [CH3:37][N:36]([CH3:38])[C:29]1[C:30]([C:32]([F:35])([F:33])[F:34])=[CH:31][C:25]2[NH:24][C:23](=[O:39])[CH2:22][C:21]([C:17]3[CH:16]=[C:15]([C:11]4[CH:12]=[CH:13][CH:14]=[C:9]([S:6]([NH2:5])(=[O:7])=[O:8])[CH:10]=4)[CH:20]=[CH:19][CH:18]=3)=[N:27][C:26]=2[CH:28]=1. Given the reactants C([NH:5][S:6]([C:9]1[CH:10]=[C:11]([C:15]2[CH:20]=[CH:19][CH:18]=[C:17]([C:21]3[CH2:22][C:23](=[O:39])[NH:24][C:25]4[CH:31]=[C:30]([C:32]([F:35])([F:34])[F:33])[C:29]([N:36]([CH3:38])[CH3:37])=[CH:28][C:26]=4[N:27]=3)[CH:16]=2)[CH:12]=[CH:13][CH:14]=1)(=[O:8])=[O:7])(C)(C)C.C(O)(C(F)(F)F)=O, predict the reaction product. (6) Given the reactants Cl[CH2:2][CH2:3][CH2:4][C:5](=O)[CH3:6].[C-:8]#[N:9].[Na+].C([O-])(=O)C.[NH4+:15], predict the reaction product. The product is: [C:8]([C:3]1([CH3:2])[CH2:4][CH2:5][CH2:6][NH:15]1)#[N:9].[CH3:6][C:5]1[CH2:4][CH2:3][CH2:2][N:9]=1. (7) Given the reactants [Br:1][C:2]1[CH:7]=[CH:6][C:5]([C:8](=O)/[CH:9]=[CH:10]/[N:11](C)C)=[CH:4][CH:3]=1.Cl.[NH:16]([C:18]1[CH:23]=[C:22]([C:24]#[N:25])[CH:21]=[CH:20][N:19]=1)N, predict the reaction product. The product is: [Br:1][C:2]1[CH:3]=[CH:4][C:5]([C:8]2[N:16]([C:18]3[CH:23]=[C:22]([C:24]#[N:25])[CH:21]=[CH:20][N:19]=3)[N:11]=[CH:10][CH:9]=2)=[CH:6][CH:7]=1. (8) Given the reactants C([O:5][C:6](=[O:41])[CH2:7][N:8]1[C:16]2[C:11](=[CH:12][C:13]([F:17])=[CH:14][CH:15]=2)[C:10]([C:18]2[C:23]3[CH:24]=[CH:25][CH:26]=[CH:27][C:22]=3[S:21](=[O:29])(=[O:28])[N:20]([CH2:30][CH2:31][O:32][C:33]3[CH:38]=[CH:37][C:36]([Cl:39])=[CH:35][CH:34]=3)[N:19]=2)=[C:9]1[CH3:40])(C)(C)C.C(O)(C(F)(F)F)=O, predict the reaction product. The product is: [Cl:39][C:36]1[CH:37]=[CH:38][C:33]([O:32][CH2:31][CH2:30][N:20]2[N:19]=[C:18]([C:10]3[C:11]4[C:16](=[CH:15][CH:14]=[C:13]([F:17])[CH:12]=4)[N:8]([CH2:7][C:6]([OH:41])=[O:5])[C:9]=3[CH3:40])[C:23]3[CH:24]=[CH:25][CH:26]=[CH:27][C:22]=3[S:21]2(=[O:29])=[O:28])=[CH:34][CH:35]=1. (9) Given the reactants [OH:1][CH2:2][C:3]1([C:8]([N:10]2[CH2:15][CH2:14][N:13]([C:16]3[CH:21]=[CH:20][C:19]([CH3:22])=[CH:18][CH:17]=3)[CH2:12][CH2:11]2)=[O:9])[CH2:7][CH2:6][CH2:5][CH2:4]1.CC(OI1(OC(C)=O)(OC(C)=O)OC(=O)C2C=CC=CC1=2)=O, predict the reaction product. The product is: [CH3:22][C:19]1[CH:18]=[CH:17][C:16]([N:13]2[CH2:12][CH2:11][N:10]([C:8]([C:3]3([CH:2]=[O:1])[CH2:4][CH2:5][CH2:6][CH2:7]3)=[O:9])[CH2:15][CH2:14]2)=[CH:21][CH:20]=1. (10) Given the reactants C([O:4][C:5](=[O:40])[CH2:6][C:7]1[CH:8]=[C:9]([CH:15]=[CH:16][C:17]=1[O:18][CH2:19][CH2:20][CH2:21][C:22]1[CH:27]=[CH:26][C:25]([O:28][CH2:29][CH2:30][CH2:31][CH2:32][O:33][CH:34]2[CH2:39][CH2:38][CH2:37][CH2:36][CH2:35]2)=[CH:24][CH:23]=1)[C:10]([O:12][CH2:13][CH3:14])=[O:11])C=C.N1CCOCC1, predict the reaction product. The product is: [CH:34]1([O:33][CH2:32][CH2:31][CH2:30][CH2:29][O:28][C:25]2[CH:26]=[CH:27][C:22]([CH2:21][CH2:20][CH2:19][O:18][C:17]3[CH:16]=[CH:15][C:9]([C:10]([O:12][CH2:13][CH3:14])=[O:11])=[CH:8][C:7]=3[CH2:6][C:5]([OH:40])=[O:4])=[CH:23][CH:24]=2)[CH2:39][CH2:38][CH2:37][CH2:36][CH2:35]1.